This data is from Forward reaction prediction with 1.9M reactions from USPTO patents (1976-2016). The task is: Predict the product of the given reaction. (1) Given the reactants [NH2:1][C@H:2]([C:7]([OH:9])=[O:8])[C@H:3]([CH2:5][CH3:6])[CH3:4].[OH-].[Na+].Cl[C:13]([O:15][CH3:16])=[O:14], predict the reaction product. The product is: [CH3:16][O:15][C:13]([NH:1][C@@H:2]([C@@H:3]([CH3:4])[CH2:5][CH3:6])[C:7]([OH:9])=[O:8])=[O:14]. (2) Given the reactants [CH3:1][O:2][C:3]1[C:4](F)=[C:5]([CH:21]=[C:22]([F:25])[C:23]=1[F:24])[C:6]([C:8](=[CH:14][NH:15][CH:16]1[CH2:20][CH2:19][CH2:18][CH2:17]1)[C:9]([O:11][CH2:12][CH3:13])=[O:10])=[O:7], predict the reaction product. The product is: [CH:16]1([N:15]2[C:4]3[C:5](=[CH:21][C:22]([F:25])=[C:23]([F:24])[C:3]=3[O:2][CH3:1])[C:6](=[O:7])[C:8]([C:9]([O:11][CH2:12][CH3:13])=[O:10])=[CH:14]2)[CH2:20][CH2:19][CH2:18][CH2:17]1.